Dataset: CYP1A2 inhibition data for predicting drug metabolism from PubChem BioAssay. Task: Regression/Classification. Given a drug SMILES string, predict its absorption, distribution, metabolism, or excretion properties. Task type varies by dataset: regression for continuous measurements (e.g., permeability, clearance, half-life) or binary classification for categorical outcomes (e.g., BBB penetration, CYP inhibition). Dataset: cyp1a2_veith. The result is 0 (non-inhibitor). The molecule is COc1cccc(CN2C(=O)N(C(C)C)C(N(O)C(=O)NC(C)C)C2(C)C)c1OC.